Dataset: Catalyst prediction with 721,799 reactions and 888 catalyst types from USPTO. Task: Predict which catalyst facilitates the given reaction. Reactant: [F:1][C:2]1[CH:3]=[C:4]([NH:9][C:10]2[C:11](=[O:23])[NH:12][C:13](=[O:22])[C:14]=2[C:15]2[CH:20]=[CH:19][C:18](I)=[CH:17][CH:16]=2)[CH:5]=[CH:6][C:7]=1[CH3:8].CO.[C]=O.C(N(CC)CC)C.[C:35]([O:38][CH2:39]C)(=[O:37])C. Product: [F:1][C:2]1[CH:3]=[C:4]([NH:9][C:10]2[C:11](=[O:23])[NH:12][C:13](=[O:22])[C:14]=2[C:15]2[CH:20]=[CH:19][C:18]([C:35]([O:38][CH3:39])=[O:37])=[CH:17][CH:16]=2)[CH:5]=[CH:6][C:7]=1[CH3:8]. The catalyst class is: 492.